Dataset: Forward reaction prediction with 1.9M reactions from USPTO patents (1976-2016). Task: Predict the product of the given reaction. (1) Given the reactants [N:1]1([CH2:6][CH2:7][CH:8]2[CH2:16][CH2:15][CH2:14][C:13]3[NH:12][C:11]([CH:17]=O)=[CH:10][C:9]2=3)[CH2:5][CH2:4][CH2:3][CH2:2]1.[F:19][C:20]1[CH:21]=[C:22]([C:26]2[CH:34]=[CH:33][CH:32]=[C:31]3[C:27]=2[CH2:28][C:29](=[O:35])[NH:30]3)[CH:23]=[CH:24][CH:25]=1, predict the reaction product. The product is: [F:19][C:20]1[CH:21]=[C:22]([C:26]2[CH:34]=[CH:33][CH:32]=[C:31]3[C:27]=2/[C:28](=[CH:17]/[C:11]2[NH:12][C:13]4[CH2:14][CH2:15][CH2:16][CH:8]([CH2:7][CH2:6][N:1]5[CH2:2][CH2:3][CH2:4][CH2:5]5)[C:9]=4[CH:10]=2)/[C:29](=[O:35])[NH:30]3)[CH:23]=[CH:24][CH:25]=1. (2) Given the reactants Br[C:2]1[CH:3]=[N:4][C:5]([NH:8][CH2:9][C:10]2[C:15]([F:16])=[CH:14][C:13]([Cl:17])=[CH:12][C:11]=2[F:18])=[N:6][CH:7]=1.[Cl:19][C:20]1[N:25]=[CH:24][C:23](B(O)O)=[C:22]([CH3:29])[CH:21]=1.P([O-])([O-])([O-])=O.[K+].[K+].[K+].O, predict the reaction product. The product is: [Cl:17][C:13]1[CH:14]=[C:15]([F:16])[C:10]([CH2:9][NH:8][C:5]2[N:4]=[CH:3][C:2]([C:23]3[CH:24]=[N:25][C:20]([Cl:19])=[CH:21][C:22]=3[CH3:29])=[CH:7][N:6]=2)=[C:11]([F:18])[CH:12]=1. (3) Given the reactants [C:1]1([CH:9]=[CH:8][CH:7]=[C:5]([OH:6])[C:3]=1[OH:4])[OH:2].[CH:10]1[C:22]2[C:21](=O)[C:20]3[C:15](=[CH:16][CH:17]=[CH:18][CH:19]=3)[C:14]=2[CH:13]=[CH:12][CH:11]=1.S(=O)(=O)(O)O.S[CH2:30][CH2:31][C:32]([OH:34])=O, predict the reaction product. The product is: [OH:2][C:1]1[CH:9]=[C:8]([C:21]2([C:30]3[CH:31]=[C:32]([OH:34])[C:3]([OH:4])=[C:1]([OH:2])[CH:9]=3)[C:20]3[CH:19]=[CH:18][CH:17]=[CH:16][C:15]=3[C:14]3[C:22]2=[CH:10][CH:11]=[CH:12][CH:13]=3)[CH:7]=[C:5]([OH:6])[C:3]=1[OH:4]. (4) Given the reactants [CH3:1][O:2][C:3]1[CH:4]=[N:5][CH:6]=[C:7]([CH:11]=1)[C:8](Cl)=[O:9].Cl.CO[C:15]1[CH:16]=[N:17][CH:18]=[C:19]([CH:23]=1)C(O)=O.C([N:26]([CH2:29]C)CC)C.C[N:32](C)C=O, predict the reaction product. The product is: [N:17]1[CH:16]=[CH:15][CH:23]=[CH:19][C:18]=1[C:29]1[N:26]=[C:8]([C:7]2[CH:6]=[N:5][CH:4]=[C:3]([O:2][CH3:1])[CH:11]=2)[O:9][N:32]=1. (5) Given the reactants [NH2:1][C:2]1[N:7]=[N:6][CH:5]=[C:4]([C:8]2[CH:9]=[C:10]([CH:15]=[CH:16][CH:17]=2)[C:11]([O:13][CH3:14])=[O:12])[CH:3]=1.Cl[CH2:19][CH:20]=O, predict the reaction product. The product is: [N:1]1[CH:19]=[CH:20][N:7]2[C:2]=1[CH:3]=[C:4]([C:8]1[CH:9]=[C:10]([CH:15]=[CH:16][CH:17]=1)[C:11]([O:13][CH3:14])=[O:12])[CH:5]=[N:6]2. (6) Given the reactants [CH3:1][C:2]([OH:33])([CH2:6][O:7][C:8]1[CH:13]=[CH:12][C:11]([N:14]2[CH2:19][CH2:18][CH:17]([CH2:20][CH2:21][C:22]3[CH:27]=[CH:26][C:25]([O:28][C:29]([F:32])([F:31])[F:30])=[CH:24][CH:23]=3)[CH2:16][CH2:15]2)=[CH:10][CH:9]=1)[CH2:3][CH2:4][OH:5].C(N(CC)CC)C.[C:41]1([CH3:51])[CH:46]=[CH:45][C:44]([S:47](Cl)(=[O:49])=[O:48])=[CH:43][CH:42]=1, predict the reaction product. The product is: [OH:33][C:2]([CH3:1])([CH2:6][O:7][C:8]1[CH:9]=[CH:10][C:11]([N:14]2[CH2:15][CH2:16][CH:17]([CH2:20][CH2:21][C:22]3[CH:23]=[CH:24][C:25]([O:28][C:29]([F:32])([F:30])[F:31])=[CH:26][CH:27]=3)[CH2:18][CH2:19]2)=[CH:12][CH:13]=1)[CH2:3][CH2:4][O:5][S:47]([C:44]1[CH:45]=[CH:46][C:41]([CH3:51])=[CH:42][CH:43]=1)(=[O:49])=[O:48]. (7) Given the reactants [OH:1][C:2]1[CH:12]=[CH:11][C:5]([C:6]([O:8][CH2:9][CH3:10])=[O:7])=[CH:4][CH:3]=1.[I:13]Cl, predict the reaction product. The product is: [OH:1][C:2]1[CH:3]=[CH:4][C:5]([C:6]([O:8][CH2:9][CH3:10])=[O:7])=[CH:11][C:12]=1[I:13].